Dataset: Peptide-MHC class I binding affinity with 185,985 pairs from IEDB/IMGT. Task: Regression. Given a peptide amino acid sequence and an MHC pseudo amino acid sequence, predict their binding affinity value. This is MHC class I binding data. (1) The peptide sequence is NRFPKTFGW. The MHC is Mamu-B17 with pseudo-sequence Mamu-B17. The binding affinity (normalized) is 0.817. (2) The peptide sequence is ERYPGGVSL. The MHC is HLA-A69:01 with pseudo-sequence HLA-A69:01. The binding affinity (normalized) is 0.0847. (3) The binding affinity (normalized) is 0.224. The peptide sequence is YAYEPGSVM. The MHC is HLA-B48:01 with pseudo-sequence HLA-B48:01. (4) The peptide sequence is VTLTMQRL. The MHC is H-2-Db with pseudo-sequence H-2-Db. The binding affinity (normalized) is 0. (5) The peptide sequence is EIRHRSGIQ. The MHC is HLA-A26:03 with pseudo-sequence HLA-A26:03. The binding affinity (normalized) is 0.0847. (6) The peptide sequence is KFTDGVCLF. The MHC is HLA-A23:01 with pseudo-sequence HLA-A23:01. The binding affinity (normalized) is 0.0572. (7) The peptide sequence is RLKHIFLIF. The MHC is HLA-B46:01 with pseudo-sequence HLA-B46:01. The binding affinity (normalized) is 0.0847. (8) The peptide sequence is KFRRFTQAI. The MHC is HLA-A26:01 with pseudo-sequence HLA-A26:01. The binding affinity (normalized) is 0.0847. (9) The peptide sequence is KLLWFLTGT. The MHC is HLA-A68:02 with pseudo-sequence HLA-A68:02. The binding affinity (normalized) is 0.0970. (10) The peptide sequence is RMCHEGIN. The binding affinity (normalized) is 0.400. The MHC is H-2-Kb with pseudo-sequence H-2-Kb.